From a dataset of Reaction yield outcomes from USPTO patents with 853,638 reactions. Predict the reaction yield, written as a fraction of the theoretical maximum amount of product (1.0 means a 100% yield; for example, 0.34 means a 34% yield). (1) The catalyst is CS(C)=O. The reactants are [CH3:1][N:2]1[CH2:7][CH2:6][NH:5][CH2:4][CH2:3]1.[CH2:8](Br)[C:9]#[CH:10].C([O-])([O-])=O.[K+].[K+]. The product is [CH3:1][N:2]1[CH2:7][CH2:6][N:5]([CH2:10][C:9]#[CH:8])[CH2:4][CH2:3]1. The yield is 0.820. (2) The product is [C:35]1([S:41]([OH:44])(=[O:43])=[O:42])[CH:40]=[CH:39][CH:38]=[CH:37][CH:36]=1.[CH:1]([N:4]1[C:8]2[CH:9]=[CH:10][CH:11]=[CH:12][C:7]=2[N:6]([C:13]([NH:15][CH2:16][CH:17]2[CH2:18][CH2:19][N:20]([CH2:23][C:24]3([C:30]([OH:32])=[O:31])[CH2:25][CH2:26][O:27][CH2:28][CH2:29]3)[CH2:21][CH2:22]2)=[O:14])[C:5]1=[O:33])([CH3:3])[CH3:2]. The catalyst is CC#N. The reactants are [CH:1]([N:4]1[C:8]2[CH:9]=[CH:10][CH:11]=[CH:12][C:7]=2[N:6]([C:13]([NH:15][CH2:16][CH:17]2[CH2:22][CH2:21][N:20]([CH2:23][C:24]3([C:30]([OH:32])=[O:31])[CH2:29][CH2:28][O:27][CH2:26][CH2:25]3)[CH2:19][CH2:18]2)=[O:14])[C:5]1=[O:33])([CH3:3])[CH3:2].O.[C:35]1([S:41]([OH:44])(=[O:43])=[O:42])[CH:40]=[CH:39][CH:38]=[CH:37][CH:36]=1. The yield is 0.900.